This data is from Forward reaction prediction with 1.9M reactions from USPTO patents (1976-2016). The task is: Predict the product of the given reaction. (1) Given the reactants [Br:1][C:2]1[N:7]=[C:6]([C:8]([OH:10])=O)[CH:5]=[CH:4][CH:3]=1.[CH2:11]([O:13][C:14](=[O:24])[CH:15]=[CH:16][C:17]1[CH:22]=[CH:21][CH:20]=[C:19]([NH2:23])[CH:18]=1)[CH3:12], predict the reaction product. The product is: [CH2:11]([O:13][C:14](=[O:24])[CH:15]=[CH:16][C:17]1[CH:22]=[CH:21][CH:20]=[C:19]([NH:23][C:8]([C:6]2[CH:5]=[CH:4][CH:3]=[C:2]([Br:1])[N:7]=2)=[O:10])[CH:18]=1)[CH3:12]. (2) Given the reactants [C:1](Cl)(=[O:6])[C:2]([CH3:5])([CH3:4])[CH3:3].[NH2:8][C:9]1[CH:14]=[CH:13][N:12]=[CH:11][CH:10]=1.C(N(CC)CC)C, predict the reaction product. The product is: [CH3:3][C:2]([CH3:5])([CH3:4])[C:1]([NH:8][C:9]1[CH:14]=[CH:13][N:12]=[CH:11][CH:10]=1)=[O:6].